From a dataset of Forward reaction prediction with 1.9M reactions from USPTO patents (1976-2016). Predict the product of the given reaction. Given the reactants O.NN.C([NH:7][C:8]1[CH:16]=[C:15]([O:17][C:18]2[CH:23]=[CH:22][CH:21]=[CH:20][CH:19]=2)[CH:14]=[CH:13][C:9]=1[C:10]([OH:12])=[O:11])(=O)C.C(O)(=O)C.[Cl-].[Na+], predict the reaction product. The product is: [NH2:7][C:8]1[CH:16]=[C:15]([O:17][C:18]2[CH:19]=[CH:20][CH:21]=[CH:22][CH:23]=2)[CH:14]=[CH:13][C:9]=1[C:10]([OH:12])=[O:11].